Dataset: Reaction yield outcomes from USPTO patents with 853,638 reactions. Task: Predict the reaction yield, written as a fraction of the theoretical maximum amount of product (1.0 means a 100% yield; for example, 0.34 means a 34% yield). (1) The reactants are Cl.Cl.[N:3]1[C:4]([CH2:12][CH2:13][NH2:14])=[CH:5][N:6]2[CH:11]=[CH:10][CH:9]=[CH:8][C:7]=12.F[P-](F)(F)(F)(F)F.N1(OC(N(C)C)=[N+](C)C)C2N=CC=C[C:25]=2[N:24]=[N:23]1.C[N:40]1[CH2:45][CH2:44]OC[CH2:41]1.C([O:49][CH2:50][CH3:51])(=O)C.[CH3:52]O.C([O:57][CH2:58][CH3:59])(=O)C. The catalyst is C1COCC1. The product is [N:3]1[C:4]([CH2:12][CH2:13][NH:14][C:58]([C:59]2[N:24]([CH3:25])[N:23]=[CH:52][C:51]=2[C:50]([N:40]2[CH2:41][CH2:44][CH2:45]2)=[O:49])=[O:57])=[CH:5][N:6]2[CH:11]=[CH:10][CH:9]=[CH:8][C:7]=12. The yield is 0.333. (2) The reactants are C([O:4][C:5]1[CH:10]=[CH:9][C:8]([CH:11]=[O:12])=[C:7]([N+:13]([O-:15])=[O:14])[C:6]=1[O:16][CH3:17])(=O)C.C(=O)([O-])[O-].[K+].[K+].Cl. The catalyst is CO.O. The product is [OH:4][C:5]1[CH:10]=[CH:9][C:8]([CH:11]=[O:12])=[C:7]([N+:13]([O-:15])=[O:14])[C:6]=1[O:16][CH3:17]. The yield is 0.880. (3) The reactants are [H-].[Na+].CN(C)C=O.[NH:8]1[CH:12]=[CH:11][N:10]=[C:9]1[CH:13]=[O:14].[CH3:15][Si:16]([CH3:23])([CH3:22])[CH2:17][CH2:18][O:19][CH2:20]Cl. The catalyst is CCCCCC. The product is [CH3:15][Si:16]([CH3:23])([CH3:22])[CH2:17][CH2:18][O:19][CH2:20][N:8]1[CH:12]=[CH:11][N:10]=[C:9]1[CH:13]=[O:14]. The yield is 0.980. (4) The reactants are [CH2:1]([NH:3][CH2:4][CH3:5])[CH3:2].[CH2:6]([O:13][C:14]1[CH:15]=[C:16]([CH:20]=[CH:21][C:22]=1[O:23][CH3:24])[C:17](Cl)=[O:18])[C:7]1[CH:12]=[CH:11][CH:10]=[CH:9][CH:8]=1. The catalyst is C(Cl)Cl. The product is [CH2:6]([O:13][C:14]1[CH:15]=[C:16]([CH:20]=[CH:21][C:22]=1[O:23][CH3:24])[C:17]([N:3]([CH2:4][CH3:5])[CH2:1][CH3:2])=[O:18])[C:7]1[CH:12]=[CH:11][CH:10]=[CH:9][CH:8]=1. The yield is 0.910. (5) The reactants are CC1(C)C2C(=C(P(C3C=CC=CC=3)C3C=CC=CC=3)C=CC=2)OC2C(P(C3C=CC=CC=3)C3C=CC=CC=3)=CC=CC1=2.C([O-])([O-])=O.[Cs+].[Cs+].[N:49]1([C:54]2[S:55][C:56]3[C:57](=[O:63])[NH:58][CH2:59][CH2:60][C:61]=3[N:62]=2)[CH2:53][CH2:52][CH2:51][CH2:50]1.Cl[C:65]1[CH:70]=[C:69]([C:71]2[C:76]([CH3:77])=[CH:75][C:74]([CH3:78])=[CH:73][N:72]=2)[C:68]([Cl:79])=[CH:67][N:66]=1. The catalyst is C1C=CC([P]([Pd]([P](C2C=CC=CC=2)(C2C=CC=CC=2)C2C=CC=CC=2)([P](C2C=CC=CC=2)(C2C=CC=CC=2)C2C=CC=CC=2)[P](C2C=CC=CC=2)(C2C=CC=CC=2)C2C=CC=CC=2)(C2C=CC=CC=2)C2C=CC=CC=2)=CC=1.O1CCOCC1. The product is [Cl:79][C:68]1[C:69]([C:71]2[C:76]([CH3:77])=[CH:75][C:74]([CH3:78])=[CH:73][N:72]=2)=[CH:70][C:65]([N:58]2[CH2:59][CH2:60][C:61]3[N:62]=[C:54]([N:49]4[CH2:53][CH2:52][CH2:51][CH2:50]4)[S:55][C:56]=3[C:57]2=[O:63])=[N:66][CH:67]=1. The yield is 0.476.